From a dataset of Full USPTO retrosynthesis dataset with 1.9M reactions from patents (1976-2016). Predict the reactants needed to synthesize the given product. (1) The reactants are: Br[CH2:2][C:3]1[CH:11]=[CH:10][C:6]2=[N:7][O:8][N:9]=[C:5]2[CH:4]=1.O[N:13]1[C:17](=[O:18])[C:16]2=[CH:19][CH:20]=[CH:21][CH:22]=[C:15]2[C:14]1=[O:23].C(N(CC)C(C)C)(C)C.[O:33]1CCCC1. Given the product [N:7]1[O:8][N:9]=[C:5]2[CH:4]=[C:3]([CH2:2][O:33][C:19]3[CH:20]=[CH:21][CH:22]=[C:15]4[C:14]([NH:13][C:17](=[O:18])[C:16]=34)=[O:23])[CH:11]=[CH:10][C:6]=12, predict the reactants needed to synthesize it. (2) Given the product [F:26][C:21]1[CH:22]=[CH:23][CH:24]=[CH:25][C:20]=1[C:19]1[N:15]([S:12]([C:8]2[CH:7]=[C:6]([CH:11]=[CH:10][CH:9]=2)[O:5][CH2:4][C:3]([N:2]([CH3:1])[CH3:38])=[O:37])(=[O:14])=[O:13])[CH:16]=[C:17]([CH2:27][NH:28][CH3:29])[CH:18]=1, predict the reactants needed to synthesize it. The reactants are: [CH3:1][N:2]([CH3:38])[C:3](=[O:37])[CH2:4][O:5][C:6]1[CH:7]=[C:8]([S:12]([N:15]2[C:19]([C:20]3[CH:25]=[CH:24][CH:23]=[CH:22][C:21]=3[F:26])=[CH:18][C:17]([CH2:27][N:28](C)[C:29](=O)OC(C)(C)C)=[CH:16]2)(=[O:14])=[O:13])[CH:9]=[CH:10][CH:11]=1.Cl. (3) Given the product [Cl:12][C:13]1[CH:18]=[CH:17][C:16]([CH2:19][CH2:20][CH:21]=[O:22])=[CH:15][C:14]=1[F:23], predict the reactants needed to synthesize it. The reactants are: C1C=C[NH+]=CC=1.[O-][Cr](Cl)(=O)=O.[Cl:12][C:13]1[CH:18]=[CH:17][C:16]([CH2:19][CH2:20][CH2:21][OH:22])=[CH:15][C:14]=1[F:23]. (4) Given the product [CH3:1][C:2]1[C:3]([C:16]([O:18][CH2:19][CH3:20])=[O:17])=[C:4]([C:9]2[CH:14]=[CH:13][C:12]([CH3:15])=[CH:11][CH:10]=2)[N:5]=[C:6]([N:52]2[CH2:57][CH2:56][CH2:55][CH2:54][CH2:53]2)[N:7]=1, predict the reactants needed to synthesize it. The reactants are: [CH3:1][C:2]1[NH:7][C:6](=O)[N:5]=[C:4]([C:9]2[CH:14]=[CH:13][C:12]([CH3:15])=[CH:11][CH:10]=2)[C:3]=1[C:16]([O:18][CH2:19][CH3:20])=[O:17].C1CN([P+](Br)(N2CCCC2)N2CCCC2)CC1.F[P-](F)(F)(F)(F)F.C(N(CC)CC)C.[NH:52]1[CH2:57][CH2:56][CH2:55][CH2:54][CH2:53]1. (5) The reactants are: C([O:5][C:6](=[O:23])/[CH:7]=[CH:8]/[C:9]1[CH:13]=[CH:12][N:11]([S:14]([C:17]2[S:18][C:19]([Br:22])=[CH:20][CH:21]=2)(=[O:16])=[O:15])[CH:10]=1)(C)(C)C.C(O)(C(F)(F)F)=O. Given the product [Br:22][C:19]1[S:18][C:17]([S:14]([N:11]2[CH:12]=[CH:13][C:9](/[CH:8]=[CH:7]/[C:6]([OH:23])=[O:5])=[CH:10]2)(=[O:15])=[O:16])=[CH:21][CH:20]=1, predict the reactants needed to synthesize it. (6) Given the product [CH2:28]([O:35][CH2:36][CH2:37][CH2:38][N:39]1[C:47]2[C:42](=[CH:43][CH:44]=[CH:45][CH:46]=2)[CH:41]([C:48]2[C:56]([OH:57])=[CH:55][C:51]3[O:52][CH2:53][O:54][C:50]=3[CH:49]=2)[C:40]1=[O:59])[C:29]1[CH:30]=[CH:31][CH:32]=[CH:33][CH:34]=1, predict the reactants needed to synthesize it. The reactants are: BrC1C=CC=C2C=1C(O)(C1C(O)=CC3OCOC=3C=1)C(=O)N2CCCCC.[CH2:28]([O:35][CH2:36][CH2:37][CH2:38][N:39]1[C:47]2[C:42](=[CH:43][CH:44]=[CH:45][CH:46]=2)[C:41](O)([C:48]2[C:56]([OH:57])=[CH:55][C:51]3[O:52][CH2:53][O:54][C:50]=3[CH:49]=2)[C:40]1=[O:59])[C:29]1[CH:34]=[CH:33][CH:32]=[CH:31][CH:30]=1.